Dataset: Retrosynthesis with 50K atom-mapped reactions and 10 reaction types from USPTO. Task: Predict the reactants needed to synthesize the given product. (1) Given the product c1ccc(CN2CC3(COc4cc5c(cc43)CCO5)c3c(-c4cncnc4)cccc32)nc1, predict the reactants needed to synthesize it. The reactants are: Brc1cccc2c1C1(COc3cc4c(cc31)CCO4)CN2Cc1ccccn1.OB(O)c1cncnc1. (2) Given the product CCCC(CC1CC2CCN1CC2)(c1ccccc1)c1ccccc1, predict the reactants needed to synthesize it. The reactants are: C=CCC(CC1CC2CCN1CC2)(c1ccccc1)c1ccccc1. (3) Given the product Cn1nccc1-c1ccc(C(=O)N[C@H](CN)Cc2ccccc2C(F)(F)F)cc1F, predict the reactants needed to synthesize it. The reactants are: Cn1nccc1-c1ccc(C(=O)N[C@@H](Cc2ccccc2C(F)(F)F)CN2C(=O)c3ccccc3C2=O)cc1F. (4) Given the product Cc1ccc(-c2cc(C(=O)OC(C)(C)C)cc(C(N)C(F)(F)F)c2)nc1, predict the reactants needed to synthesize it. The reactants are: CC(C)(C)OC(=O)c1cc(Br)cc(C(N)C(F)(F)F)c1.Cc1ccc([Zn]Br)nc1. (5) The reactants are: CN1CCN(CCOc2ccc(C3=CCN(c4ccc5nnc(C(F)(F)F)n5n4)CC3)cn2)CC1=O. Given the product CN1CCN(CCOc2ccc(C3CCN(c4ccc5nnc(C(F)(F)F)n5n4)CC3)cn2)CC1=O, predict the reactants needed to synthesize it. (6) Given the product CN1C(=O)C2(COc3cc4c(cc32)OCCO4)c2c(C(=O)NC3CCCCC3)cccc21, predict the reactants needed to synthesize it. The reactants are: CN1C(=O)C2(COc3cc4c(cc32)OCCO4)c2c(C(=O)O)cccc21.NC1CCCCC1. (7) Given the product O=C(O)/C=C/c1cnc(Oc2ccc(Cl)cc2)s1, predict the reactants needed to synthesize it. The reactants are: CCOC(=O)/C=C/c1cnc(Oc2ccc(Cl)cc2)s1. (8) Given the product COC(=O)Cc1cccc(OCC(C)c2oc(-c3ccc(C(F)(F)F)cc3)nc2C(C)C)c1, predict the reactants needed to synthesize it. The reactants are: CC(C)c1nc(-c2ccc(C(F)(F)F)cc2)oc1C(C)CO.COC(=O)Cc1cccc(O)c1. (9) Given the product N#CCc1ccc(OC(F)(F)F)cc1, predict the reactants needed to synthesize it. The reactants are: FC(F)(F)Oc1ccc(CBr)cc1.[C-]#N.